Regression. Given two drug SMILES strings and cell line genomic features, predict the synergy score measuring deviation from expected non-interaction effect. From a dataset of NCI-60 drug combinations with 297,098 pairs across 59 cell lines. (1) Drug 1: CCC1=C2CN3C(=CC4=C(C3=O)COC(=O)C4(CC)O)C2=NC5=C1C=C(C=C5)O. Drug 2: CCN(CC)CCNC(=O)C1=C(NC(=C1C)C=C2C3=C(C=CC(=C3)F)NC2=O)C. Cell line: DU-145. Synergy scores: CSS=24.9, Synergy_ZIP=0.454, Synergy_Bliss=-3.07, Synergy_Loewe=-57.9, Synergy_HSA=-2.67. (2) Drug 1: CCC1(CC2CC(C3=C(CCN(C2)C1)C4=CC=CC=C4N3)(C5=C(C=C6C(=C5)C78CCN9C7C(C=CC9)(C(C(C8N6C)(C(=O)OC)O)OC(=O)C)CC)OC)C(=O)OC)O.OS(=O)(=O)O. Drug 2: C1=NNC2=C1C(=O)NC=N2. Cell line: HT29. Synergy scores: CSS=3.00, Synergy_ZIP=-1.76, Synergy_Bliss=0.0665, Synergy_Loewe=-9.30, Synergy_HSA=-3.13. (3) Drug 1: C1=CC(=CC=C1CCCC(=O)O)N(CCCl)CCCl. Drug 2: N.N.Cl[Pt+2]Cl. Cell line: SW-620. Synergy scores: CSS=13.8, Synergy_ZIP=-6.11, Synergy_Bliss=-4.01, Synergy_Loewe=-10.8, Synergy_HSA=-7.73. (4) Drug 1: CN1C(=O)N2C=NC(=C2N=N1)C(=O)N. Drug 2: CC1=C(C(=CC=C1)Cl)NC(=O)C2=CN=C(S2)NC3=CC(=NC(=N3)C)N4CCN(CC4)CCO. Cell line: HCC-2998. Synergy scores: CSS=-0.454, Synergy_ZIP=-1.24, Synergy_Bliss=-5.23, Synergy_Loewe=-23.8, Synergy_HSA=-6.41. (5) Drug 1: COC1=NC(=NC2=C1N=CN2C3C(C(C(O3)CO)O)O)N. Drug 2: CC(C)NC(=O)C1=CC=C(C=C1)CNNC.Cl. Cell line: SK-MEL-5. Synergy scores: CSS=7.19, Synergy_ZIP=0.185, Synergy_Bliss=3.36, Synergy_Loewe=1.64, Synergy_HSA=2.05.